From a dataset of Forward reaction prediction with 1.9M reactions from USPTO patents (1976-2016). Predict the product of the given reaction. (1) Given the reactants [CH2:1]([NH:3][C@@H:4]1[C@@H:9]([C:10]2[CH:15]=[CH:14][CH:13]=[C:12]([OH:16])[CH:11]=2)[CH2:8][CH2:7][N:6]([C:17]([O:19][C:20]([CH3:23])([CH3:22])[CH3:21])=[O:18])[CH2:5]1)[CH3:2].Cl.CN(C)CCCN=C=NCC.[C:36](O)(=[O:43])[C:37]1[CH:42]=[CH:41][CH:40]=[CH:39][CH:38]=1.[Cl-].[NH4+], predict the reaction product. The product is: [C:36]([O:16][C:12]1[CH:11]=[C:10]([C@H:9]2[CH2:8][CH2:7][N:6]([C:17]([O:19][C:20]([CH3:22])([CH3:21])[CH3:23])=[O:18])[CH2:5][C@@H:4]2[NH:3][CH2:1][CH3:2])[CH:15]=[CH:14][CH:13]=1)(=[O:43])[C:37]1[CH:42]=[CH:41][CH:40]=[CH:39][CH:38]=1. (2) Given the reactants [CH3:1][C:2]1[CH:7]=[C:6]([CH3:8])[CH:5]=[CH:4][C:3]=1[N:9]1[CH2:14][CH2:13][N:12]([C:15]([C:17]2[CH:22]=[CH:21][C:20]([N:23]3[CH2:27][CH2:26][NH:25][C:24]3=[O:28])=[CH:19][CH:18]=2)=[O:16])[CH2:11][CH2:10]1.[CH2:29](Br)[C:30]1[CH:35]=[CH:34][CH:33]=[CH:32][CH:31]=1, predict the reaction product. The product is: [CH2:29]([N:25]1[CH2:26][CH2:27][N:23]([C:20]2[CH:21]=[CH:22][C:17]([C:15]([N:12]3[CH2:13][CH2:14][N:9]([C:3]4[CH:4]=[CH:5][C:6]([CH3:8])=[CH:7][C:2]=4[CH3:1])[CH2:10][CH2:11]3)=[O:16])=[CH:18][CH:19]=2)[C:24]1=[O:28])[C:30]1[CH:35]=[CH:34][CH:33]=[CH:32][CH:31]=1. (3) The product is: [C:1]1([C:19]2[CH:20]=[CH:21][CH:22]=[CH:23][CH:24]=2)[CH:2]=[CH:3][C:4]([C:7]([N:9]2[CH2:10][CH:11]([CH:13]3[CH2:18][CH2:17][NH:16][CH2:15][CH2:14]3)[CH2:12]2)=[O:8])=[CH:5][CH:6]=1. Given the reactants [C:1]1([C:19]2[CH:24]=[CH:23][CH:22]=[CH:21][CH:20]=2)[CH:6]=[CH:5][C:4]([C:7]([N:9]2[CH2:12][CH:11]([C:13]3[CH:18]=[CH:17][N:16]=[CH:15][CH:14]=3)[CH2:10]2)=[O:8])=[CH:3][CH:2]=1.Cl, predict the reaction product. (4) Given the reactants [CH2:1]([N:8]1[CH2:13][CH2:12][O:11][CH:10]([C:14]2[CH:19]=[CH:18][C:17]([OH:20])=[CH:16][CH:15]=2)[CH2:9]1)[C:2]1[CH:7]=[CH:6][CH:5]=[CH:4][CH:3]=1.[OH-].[K+].Br[CH2:24][CH2:25][CH2:26][CH2:27][CH2:28][CH3:29], predict the reaction product. The product is: [CH2:1]([N:8]1[CH2:13][CH2:12][O:11][CH:10]([C:14]2[CH:15]=[CH:16][C:17]([O:20][CH2:24][CH2:25][CH2:26][CH2:27][CH2:28][CH3:29])=[CH:18][CH:19]=2)[CH2:9]1)[C:2]1[CH:3]=[CH:4][CH:5]=[CH:6][CH:7]=1. (5) Given the reactants C(OC(=O)C)(=O)C.[CH:8]([OH:10])=O.[CH2:11]([O:18][C:19]1[N:24]=[C:23]([NH2:25])[C:22]([F:26])=[CH:21][N:20]=1)[C:12]1[CH:17]=[CH:16][CH:15]=[CH:14][CH:13]=1, predict the reaction product. The product is: [CH2:11]([O:18][C:19]1[N:24]=[C:23]([NH:25][CH:8]=[O:10])[C:22]([F:26])=[CH:21][N:20]=1)[C:12]1[CH:13]=[CH:14][CH:15]=[CH:16][CH:17]=1. (6) Given the reactants [OH:1][CH2:2][CH2:3][CH2:4][C:5]#[C:6][C:7]1[CH:12]=[CH:11][C:10]([CH2:13][C@H:14]([O:18][CH3:19])[C:15]([OH:17])=[O:16])=[CH:9][CH:8]=1.O[C:21]1[CH:34]=[CH:33][C:24]([C:25]([C:27]2[CH:32]=[CH:31][CH:30]=[CH:29][CH:28]=2)=[O:26])=[CH:23][CH:22]=1, predict the reaction product. The product is: [C:25]([C:27]1[CH:32]=[CH:31][C:30]([O:1][CH2:2][CH2:3][CH2:4][C:5]#[C:6][C:7]2[CH:8]=[CH:9][C:10]([CH2:13][C@H:14]([O:18][CH3:19])[C:15]([OH:17])=[O:16])=[CH:11][CH:12]=2)=[CH:29][CH:28]=1)(=[O:26])[C:24]1[CH:33]=[CH:34][CH:21]=[CH:22][CH:23]=1. (7) Given the reactants Br[C:2]1[CH:3]=[C:4]([NH:9][S:10]([C:13]2[CH:18]=[CH:17][C:16]([F:19])=[CH:15][C:14]=2[F:20])(=[O:12])=[O:11])[C:5]([Cl:8])=[N:6][CH:7]=1.B1(B2OC(C)(C)C(C)(C)O2)OC(C)(C)C(C)(C)O1.I[C:40]1[S:44][C:43]([C:45]2[CH:46]=[C:47]3[C:51](=[CH:52][CH:53]=2)[C:50](=[O:54])[N:49]([CH3:55])[CH2:48]3)=[CH:42][CH:41]=1, predict the reaction product. The product is: [F:20][C:14]1[CH:15]=[C:16]([F:19])[CH:17]=[CH:18][C:13]=1[S:10]([NH:9][C:4]1[C:5]([Cl:8])=[N:6][CH:7]=[C:2]([C:40]2[S:44][C:43]([C:45]3[CH:46]=[C:47]4[C:51](=[CH:52][CH:53]=3)[C:50](=[O:54])[N:49]([CH3:55])[CH2:48]4)=[CH:42][CH:41]=2)[CH:3]=1)(=[O:12])=[O:11].